From a dataset of Forward reaction prediction with 1.9M reactions from USPTO patents (1976-2016). Predict the product of the given reaction. (1) The product is: [ClH:1].[ClH:36].[NH2:28][CH2:27][C:25]1[NH:26][C:19]2[C:18]([NH:17][C:4]3[CH:5]=[CH:6][C:7]([O:8][CH2:9][C:10]4[CH:15]=[CH:14][CH:13]=[C:12]([F:16])[CH:11]=4)=[C:2]([Cl:1])[CH:3]=3)=[N:23][CH:22]=[N:21][C:20]=2[CH:24]=1. Given the reactants [Cl:1][C:2]1[CH:3]=[C:4]([NH:17][C:18]2[C:19]3[NH:26][C:25]([CH2:27][NH:28]C(=O)OC(C)(C)C)=[CH:24][C:20]=3[N:21]=[CH:22][N:23]=2)[CH:5]=[CH:6][C:7]=1[O:8][CH2:9][C:10]1[CH:15]=[CH:14][CH:13]=[C:12]([F:16])[CH:11]=1.[ClH:36].C(O)C, predict the reaction product. (2) Given the reactants [CH3:1][CH:2]([N:4]1[C:12]2[CH:11]=[C:10]([N:13]3[CH2:18][CH2:17][O:16][CH2:15][CH2:14]3)[CH:9]=[C:8]([C:19](O)=[O:20])[C:7]=2[CH:6]=[N:5]1)[CH3:3].[NH2:22][CH2:23][C:24]1[C:25](=[O:32])[NH:26][C:27]([CH3:31])=[CH:28][C:29]=1[CH3:30].Cl, predict the reaction product. The product is: [CH3:30][C:29]1[CH:28]=[C:27]([CH3:31])[NH:26][C:25](=[O:32])[C:24]=1[CH2:23][NH:22][C:19]([C:8]1[C:7]2[CH:6]=[N:5][N:4]([CH:2]([CH3:1])[CH3:3])[C:12]=2[CH:11]=[C:10]([N:13]2[CH2:18][CH2:17][O:16][CH2:15][CH2:14]2)[CH:9]=1)=[O:20]. (3) Given the reactants [C:1]([O:4][C:5]1[CH:10]=[CH:9][C:8]([C:11]2[N:12]=[C:13]([CH2:18][C:19]3[CH:24]=[CH:23][CH:22]=[CH:21][CH:20]=3)[C:14]([NH2:17])=[N:15][CH:16]=2)=[CH:7][CH:6]=1)(=[O:3])[CH3:2].C(N([CH2:30][CH3:31])CC)C.[I:32][C:33]1[CH:43]=[CH:42][C:36]([CH2:37][S:38](Cl)(=[O:40])=[O:39])=[CH:35][CH:34]=1.Cl, predict the reaction product. The product is: [C:1]([O:4][C:5]1[CH:6]=[CH:7][C:8]([C:11]2[N:12]=[C:13]([CH2:18][C:19]3[CH:24]=[CH:23][CH:22]=[CH:21][CH:20]=3)[C:14]([N:17]([S:38]([CH2:37][C:31]3[CH:30]=[CH:43][C:33]([I:32])=[CH:34][CH:35]=3)(=[O:40])=[O:39])[S:38]([CH2:37][C:36]3[CH:42]=[CH:43][C:33]([I:32])=[CH:34][CH:35]=3)(=[O:40])=[O:39])=[N:15][CH:16]=2)=[CH:9][CH:10]=1)(=[O:3])[CH3:2]. (4) The product is: [F:1][C:2]1[CH:3]=[CH:4][C:5]([NH:8][C:9]([N:11]2[CH2:12][CH2:13][N:14]([CH2:27][C:18]3[CH:19]=[CH:20][C:21]4[C:26](=[CH:25][CH:24]=[CH:23][CH:22]=4)[CH:17]=3)[CH2:15][CH2:16]2)=[O:10])=[CH:6][CH:7]=1. Given the reactants [F:1][C:2]1[CH:7]=[CH:6][C:5]([NH:8][C:9]([N:11]2[CH2:16][CH2:15][NH:14][CH2:13][CH2:12]2)=[O:10])=[CH:4][CH:3]=1.[CH:17]1[C:26]2[C:21](=[CH:22][CH:23]=[CH:24][CH:25]=2)[CH:20]=[CH:19][C:18]=1[CH:27]=O, predict the reaction product.